This data is from CYP2D6 inhibition data for predicting drug metabolism from PubChem BioAssay. The task is: Regression/Classification. Given a drug SMILES string, predict its absorption, distribution, metabolism, or excretion properties. Task type varies by dataset: regression for continuous measurements (e.g., permeability, clearance, half-life) or binary classification for categorical outcomes (e.g., BBB penetration, CYP inhibition). Dataset: cyp2d6_veith. (1) The molecule is O=C(N/N=C/c1ccc(Br)s1)c1ccccc1[N+](=O)[O-]. The result is 0 (non-inhibitor). (2) The drug is COC(=O)[C@H](Cc1ccccc1)NC(=O)[C@@H](C)CO. The result is 0 (non-inhibitor).